From a dataset of Forward reaction prediction with 1.9M reactions from USPTO patents (1976-2016). Predict the product of the given reaction. (1) The product is: [CH2:33]([S:34]([NH:37][C:16](=[O:17])[CH2:15][C:7]1[CH:8]=[C:9]([C:11]([F:14])([F:12])[F:13])[CH:10]=[C:5]([O:4][C:3]2[CH:19]=[CH:20][C:21]([S:23]([CH3:26])(=[O:24])=[O:25])=[CH:22][C:2]=2[Cl:1])[CH:6]=1)(=[O:35])=[O:36])[C:27]1[CH:28]=[CH:29][CH:30]=[CH:31][CH:32]=1. Given the reactants [Cl:1][C:2]1[CH:22]=[C:21]([S:23]([CH3:26])(=[O:25])=[O:24])[CH:20]=[CH:19][C:3]=1[O:4][C:5]1[CH:6]=[C:7]([CH2:15][C:16](O)=[O:17])[CH:8]=[C:9]([C:11]([F:14])([F:13])[F:12])[CH:10]=1.[C:27]1([CH2:33][S:34]([NH2:37])(=[O:36])=[O:35])[CH:32]=[CH:31][CH:30]=[CH:29][CH:28]=1, predict the reaction product. (2) Given the reactants C[O:2][C:3]([C:5]1[C:6]([OH:35])=[C:7]2[C:12](=[C:13]([C:15]3[CH:16]=[N:17][CH:18]=[CH:19][CH:20]=3)[N:14]=1)[N:11]([CH2:21][C:22]1[CH:27]=[CH:26][CH:25]=[CH:24][CH:23]=1)[C:10](=[O:28])[C:9]([C:29]1[CH:34]=[CH:33][CH:32]=[CH:31][CH:30]=1)=[CH:8]2)=[O:4].[OH-].[Na+].CO, predict the reaction product. The product is: [CH2:21]([N:11]1[C:12]2[C:7](=[C:6]([OH:35])[C:5]([C:3]([OH:4])=[O:2])=[N:14][C:13]=2[C:15]2[CH:16]=[N:17][CH:18]=[CH:19][CH:20]=2)[CH:8]=[C:9]([C:29]2[CH:34]=[CH:33][CH:32]=[CH:31][CH:30]=2)[C:10]1=[O:28])[C:22]1[CH:27]=[CH:26][CH:25]=[CH:24][CH:23]=1. (3) Given the reactants [CH3:1][N:2]([CH3:12])[C:3]1[CH:4]=[C:5]([CH:9]=[CH:10][CH:11]=1)[C:6]([OH:8])=O.C(Cl)(=O)C(Cl)=O.[NH2:19][C:20]1[CH:25]=[CH:24][C:23]([N:26]2[C:32](=[O:33])[CH2:31][C:30](=[O:34])[NH:29][C:28]3[C:35]4[C:40]([CH:41]=[CH:42][C:27]2=3)=[CH:39][CH:38]=[CH:37][CH:36]=4)=[CH:22][CH:21]=1, predict the reaction product. The product is: [CH3:12][N:2]([CH3:1])[C:3]1[CH:4]=[C:5]([CH:9]=[CH:10][CH:11]=1)[C:6]([NH:19][C:20]1[CH:25]=[CH:24][C:23]([N:26]2[C:32](=[O:33])[CH2:31][C:30](=[O:34])[NH:29][C:28]3[C:35]4[C:40]([CH:41]=[CH:42][C:27]2=3)=[CH:39][CH:38]=[CH:37][CH:36]=4)=[CH:22][CH:21]=1)=[O:8].